This data is from Full USPTO retrosynthesis dataset with 1.9M reactions from patents (1976-2016). The task is: Predict the reactants needed to synthesize the given product. Given the product [CH3:19][O:18][C:11]1[CH:12]=[CH:13][C:14]([O:16][CH3:17])=[CH:15][C:10]=1[CH2:9][O:8][C:4]1[CH:5]=[N:6][CH:7]=[C:2]([N:32]2[CH2:37][CH2:36][NH:35][CH2:34][CH2:33]2)[N:3]=1, predict the reactants needed to synthesize it. The reactants are: Cl[C:2]1[CH:7]=[N:6][CH:5]=[C:4]([O:8][CH2:9][C:10]2[CH:15]=[C:14]([O:16][CH3:17])[CH:13]=[CH:12][C:11]=2[O:18][CH3:19])[N:3]=1.COC1C=CC(OC)=CC=1CO.[NH:32]1[CH2:37][CH2:36][NH:35][CH2:34][CH2:33]1.C([O-])([O-])=O.[K+].[K+].O=[O+][O-].